The task is: Predict the product of the given reaction.. This data is from Forward reaction prediction with 1.9M reactions from USPTO patents (1976-2016). Given the reactants Cl.[CH2:2]([NH:9][OH:10])[C:3]1[CH:8]=[CH:7][CH:6]=[CH:5][CH:4]=1.[CH:11]([C:13]1[CH:21]=[C:20]([O:22][CH3:23])[CH:19]=[C:18]([O:24][CH3:25])[C:14]=1[C:15]([OH:17])=[O:16])=O, predict the reaction product. The product is: [CH2:2]([N+:9]([O-:10])=[CH:11][C:13]1[CH:21]=[C:20]([O:22][CH3:23])[CH:19]=[C:18]([O:24][CH3:25])[C:14]=1[C:15]([OH:17])=[O:16])[C:3]1[CH:8]=[CH:7][CH:6]=[CH:5][CH:4]=1.